This data is from Reaction yield outcomes from USPTO patents with 853,638 reactions. The task is: Predict the reaction yield, written as a fraction of the theoretical maximum amount of product (1.0 means a 100% yield; for example, 0.34 means a 34% yield). (1) The reactants are [C:1]([NH:8][C@H:9]([C:14]([OH:16])=O)[C:10]([CH3:13])([CH3:12])[CH3:11])([O:3][C:4]([CH3:7])([CH3:6])[CH3:5])=[O:2].C1C=CC2N(O)N=NC=2C=1.C(Cl)CCl.Cl.[CH3:32][O:33][C:34](=[O:41])[C@@H:35]1[CH2:39][C@@H:38]([OH:40])[CH2:37][NH:36]1.CN1CCOCC1. The catalyst is C(Cl)Cl. The product is [CH3:32][O:33][C:34]([CH:35]1[CH2:39][CH:38]([OH:40])[CH2:37][N:36]1[C:14](=[O:16])[CH:9]([NH:8][C:1]([O:3][C:4]([CH3:5])([CH3:6])[CH3:7])=[O:2])[C:10]([CH3:11])([CH3:12])[CH3:13])=[O:41]. The yield is 0.670. (2) The reactants are [CH3:1][O:2][C:3]([C:5]1[S:6][C:7]([C:12]([OH:14])=O)=[CH:8][C:9]=1[C:10]#[N:11])=[O:4].C(N(CC)CC)C.CN(C(ON1N=NC2C=CC=CC1=2)=[N+](C)C)C.F[P-](F)(F)(F)(F)F.C1C=CC2N(O)N=NC=2C=1.[NH2:56][CH2:57][C:58]1[CH:59]=[C:60]([OH:64])[CH:61]=[CH:62][CH:63]=1. The catalyst is CN(C=O)C. The product is [CH3:1][O:2][C:3]([C:5]1[S:6][C:7]([C:12](=[O:14])[NH:56][CH2:57][C:58]2[CH:63]=[CH:62][CH:61]=[C:60]([OH:64])[CH:59]=2)=[CH:8][C:9]=1[C:10]#[N:11])=[O:4]. The yield is 0.170. (3) The reactants are [F:1][C:2]1[CH:3]=[C:4]([CH:42]=[CH:43][CH:44]=1)[CH2:5][N:6]1[CH:10]=[C:9]([C:11]2[C:19]3[C:14](=[N:15][CH:16]=[C:17]([C:20]4[CH:21]=[N:22][C:23]([N:26]5[CH2:31][CH2:30][NH:29][CH2:28][CH2:27]5)=[CH:24][CH:25]=4)[CH:18]=3)[N:13]([S:32]([C:35]3[CH:41]=[CH:40][C:38]([CH3:39])=[CH:37][CH:36]=3)(=[O:34])=[O:33])[CH:12]=2)[CH:8]=[N:7]1.FC1C=[C:48](C=CC=1)[CH2:49][N:50]1C=C(C2C3C(=NC=C(C4C=NC(N5CCN(C)CC5)=CC=4)C=3)NC=2)C=N1.BrCC#N.C(=O)([O-])[O-].[K+].[K+]. The catalyst is CN(C=O)C. The product is [F:1][C:2]1[CH:3]=[C:4]([CH:42]=[CH:43][CH:44]=1)[CH2:5][N:6]1[CH:10]=[C:9]([C:11]2[C:19]3[C:14](=[N:15][CH:16]=[C:17]([C:20]4[CH:25]=[CH:24][C:23]([N:26]5[CH2:31][CH2:30][N:29]([CH2:48][C:49]#[N:50])[CH2:28][CH2:27]5)=[N:22][CH:21]=4)[CH:18]=3)[N:13]([S:32]([C:35]3[CH:41]=[CH:40][C:38]([CH3:39])=[CH:37][CH:36]=3)(=[O:34])=[O:33])[CH:12]=2)[CH:8]=[N:7]1. The yield is 0.750. (4) The reactants are [CH2:1]([C:3]1[CH:4]=[C:5]2[C:9](=[CH:10][CH:11]=1)[N:8](S(C1C=CC=CC=1)(=O)=O)[CH2:7][CH2:6]2)[CH3:2].[OH-].[Na+]. The catalyst is Br. The product is [CH2:1]([C:3]1[CH:4]=[C:5]2[C:9](=[CH:10][CH:11]=1)[NH:8][CH2:7][CH2:6]2)[CH3:2]. The yield is 0.320. (5) The reactants are [S:1]1[C:5]([NH2:6])=[N:4][C:3]([NH2:7])=[N:2]1.[O:8]1[C:12]2[CH:13]=[CH:14][C:15]([C:17]3[S:18][CH:19]=[C:20]([C:22](O)=[O:23])[N:21]=3)=[CH:16][C:11]=2[CH2:10][CH2:9]1.CN(C(ON1N=NC2C=CC=CC1=2)=[N+](C)C)C.F[P-](F)(F)(F)(F)F.CCN(C(C)C)C(C)C. The catalyst is C(Cl)Cl. The product is [NH2:6][C:5]1[S:1][N:2]=[C:3]([NH:7][C:22]([C:20]2[N:21]=[C:17]([C:15]3[CH:14]=[CH:13][C:12]4[O:8][CH2:9][CH2:10][C:11]=4[CH:16]=3)[S:18][CH:19]=2)=[O:23])[N:4]=1. The yield is 0.430. (6) The reactants are Cl[C:2]1[NH:7][C:6](=[O:8])[N:5]([CH:9]([CH3:11])[CH3:10])[C:4](=[O:12])[CH:3]=1.[F:13][C:14]([F:24])([F:23])[C@@H:15]([C:17]1[CH:22]=[CH:21][CH:20]=[CH:19][CH:18]=1)[NH2:16].CN1C(=O)CCC1. The catalyst is O.CC#N. The product is [CH:9]([N:5]1[C:4](=[O:12])[CH:3]=[C:2]([NH:16][C@H:15]([C:17]2[CH:22]=[CH:21][CH:20]=[CH:19][CH:18]=2)[C:14]([F:13])([F:23])[F:24])[NH:7][C:6]1=[O:8])([CH3:11])[CH3:10]. The yield is 0.340. (7) The reactants are [N:1]1([C:12]([O:14][C:15]([CH3:18])([CH3:17])[CH3:16])=[O:13])[CH2:6][CH2:5][CH2:4][CH:3]([C:7]([O:9][CH2:10][CH3:11])=[O:8])[CH2:2]1.C[Si]([N-][Si](C)(C)C)(C)C.[Li+].Br[CH2:30][C:31]#[N:32]. The catalyst is C1COCC1.C(OCC)(=O)C. The product is [C:31]([CH2:30][C:3]1([C:7]([O:9][CH2:10][CH3:11])=[O:8])[CH2:4][CH2:5][CH2:6][N:1]([C:12]([O:14][C:15]([CH3:17])([CH3:16])[CH3:18])=[O:13])[CH2:2]1)#[N:32]. The yield is 0.360.